Dataset: Forward reaction prediction with 1.9M reactions from USPTO patents (1976-2016). Task: Predict the product of the given reaction. (1) Given the reactants CC(C1C=C(C(C)C)C(C2C=CC=CC=2P(C2CCCCC2)C2CCCCC2)=C(C(C)C)C=1)C.Cl[C:36]1[C:45]2[C:40](=[CH:41][C:42]([F:46])=[CH:43][CH:44]=2)[N:39]=[C:38]([C:47]2[CH:52]=[CH:51][CH:50]=[CH:49][N:48]=2)[C:37]=1[CH3:53].[NH2:54][C:55]1[CH:56]=[C:57]([CH:62]=[C:63]([N:65]2[CH2:70][CH2:69][O:68][CH2:67][CH2:66]2)[CH:64]=1)[C:58]([NH:60][CH3:61])=[O:59].C(=O)([O-])[O-].[K+].[K+], predict the reaction product. The product is: [F:46][C:42]1[CH:41]=[C:40]2[C:45]([C:36]([NH:54][C:55]3[CH:56]=[C:57]([CH:62]=[C:63]([N:65]4[CH2:66][CH2:67][O:68][CH2:69][CH2:70]4)[CH:64]=3)[C:58]([NH:60][CH3:61])=[O:59])=[C:37]([CH3:53])[C:38]([C:47]3[CH:52]=[CH:51][CH:50]=[CH:49][N:48]=3)=[N:39]2)=[CH:44][CH:43]=1. (2) Given the reactants C([O:8][C:9]1[C:14](=[O:15])[CH:13]=[CH:12][N:11]([C:16]2[CH:32]=[CH:31][C:19]3[NH:20][C:21]([C:23]4[CH:28]=[CH:27][C:26]([O:29][CH3:30])=[CH:25][CH:24]=4)=[N:22][C:18]=3[CH:17]=2)[CH:10]=1)C1C=CC=CC=1, predict the reaction product. The product is: [OH:8][C:9]1[C:14](=[O:15])[CH:13]=[CH:12][N:11]([C:16]2[CH:32]=[CH:31][C:19]3[NH:20][C:21]([C:23]4[CH:24]=[CH:25][C:26]([O:29][CH3:30])=[CH:27][CH:28]=4)=[N:22][C:18]=3[CH:17]=2)[CH:10]=1. (3) Given the reactants Cl.Cl.[CH3:3][N:4]([CH3:12])[CH2:5][C@@H:6]1[CH2:11][CH2:10][CH2:9][NH:8][CH2:7]1.[F:13][C:14]([F:30])([F:29])[C:15]1[O:19][N:18]=[C:17]([C:20]2[S:24][C:23]([C:25](Cl)=[O:26])=[CH:22][CH:21]=2)[C:16]=1[CH3:28], predict the reaction product. The product is: [CH3:3][N:4]([CH2:5][C@@H:6]1[CH2:11][CH2:10][CH2:9][N:8]([C:25]([C:23]2[S:24][C:20]([C:17]3[C:16]([CH3:28])=[C:15]([C:14]([F:29])([F:30])[F:13])[O:19][N:18]=3)=[CH:21][CH:22]=2)=[O:26])[CH2:7]1)[CH3:12]. (4) Given the reactants [CH3:1][O:2][C:3]1[CH:12]=[CH:11][CH:10]=[C:9]2[C:4]=1[CH2:5][CH2:6][CH2:7][CH:8]2[C:13]([OH:15])=O.[CH3:16][N:17]([CH3:35])[C:18]1[CH:23]=[CH:22][C:21]([CH2:24][NH:25][C:26]2[CH:31]=[CH:30][C:29]([CH:32]([CH3:34])[CH3:33])=[CH:28][CH:27]=2)=[CH:20][CH:19]=1, predict the reaction product. The product is: [CH3:16][N:17]([CH3:35])[C:18]1[CH:19]=[CH:20][C:21]([CH2:24][N:25]([C:26]2[CH:31]=[CH:30][C:29]([CH:32]([CH3:33])[CH3:34])=[CH:28][CH:27]=2)[C:13]([CH:8]2[C:9]3[C:4](=[C:3]([O:2][CH3:1])[CH:12]=[CH:11][CH:10]=3)[CH2:5][CH2:6][CH2:7]2)=[O:15])=[CH:22][CH:23]=1. (5) The product is: [Si:1]([O:8][CH2:9][C:10]1[N:11]([CH3:33])[C:12]2[C:17]([CH:18]=1)=[CH:16][C:15]1[C:19](=[N:39][CH2:38][C:37]3[CH:40]=[CH:41][C:42]([O:44][CH3:45])=[CH:43][C:36]=3[O:35][CH3:34])[CH2:20][CH2:21][CH2:22][CH2:23][N:24]([C:25]([O:27][C:28]([CH3:31])([CH3:30])[CH3:29])=[O:26])[C:14]=1[CH:13]=2)([C:4]([CH3:7])([CH3:5])[CH3:6])([CH3:3])[CH3:2]. Given the reactants [Si:1]([O:8][CH2:9][C:10]1[N:11]([CH3:33])[C:12]2[C:17]([CH:18]=1)=[CH:16][C:15]1[C:19](=O)[CH2:20][CH2:21][CH2:22][CH2:23][N:24]([C:25]([O:27][C:28]([CH3:31])([CH3:30])[CH3:29])=[O:26])[C:14]=1[CH:13]=2)([C:4]([CH3:7])([CH3:6])[CH3:5])([CH3:3])[CH3:2].[CH3:34][O:35][C:36]1[CH:43]=[C:42]([O:44][CH3:45])[CH:41]=[CH:40][C:37]=1[CH2:38][NH2:39].CCN(CC)CC, predict the reaction product.